This data is from Full USPTO retrosynthesis dataset with 1.9M reactions from patents (1976-2016). The task is: Predict the reactants needed to synthesize the given product. Given the product [NH2:38][CH2:37][C@H:33]1[CH2:34][CH2:35][CH2:36][N:32]1[C:29](=[O:30])[CH2:28][N:25]1[C:18]2[N:19]=[C:20]([NH:23][CH3:24])[N:21]=[CH:22][C:17]=2[CH:16]=[C:15]([C:3]2[CH:4]=[CH:5][C:6]([C:8]3[CH:13]=[N:12][CH:11]=[C:10]([CH3:14])[N:9]=3)=[CH:7][C:2]=2[Cl:1])[C:26]1=[O:27], predict the reactants needed to synthesize it. The reactants are: [Cl:1][C:2]1[CH:7]=[C:6]([C:8]2[CH:13]=[N:12][CH:11]=[C:10]([CH3:14])[N:9]=2)[CH:5]=[CH:4][C:3]=1[C:15]1[C:26](=[O:27])[N:25]([CH2:28][C:29](O)=[O:30])[C:18]2[N:19]=[C:20]([NH:23][CH3:24])[N:21]=[CH:22][C:17]=2[CH:16]=1.[NH:32]1[CH2:36][CH2:35][CH2:34][C@@H:33]1[CH2:37][NH:38]C(=O)OC(C)(C)C.